This data is from Catalyst prediction with 721,799 reactions and 888 catalyst types from USPTO. The task is: Predict which catalyst facilitates the given reaction. Reactant: [C:1]([O:6]CC)(=O)[CH:2]=[N:3][OH:4].[S:9]1[CH2:15][CH2:14][CH2:13][N:12]([CH2:16][CH2:17][NH2:18])[CH2:11][CH2:10]1. Product: [S:9]1[CH2:15][CH2:14][CH2:13][N:12]([CH2:16][CH2:17][NH:18][C:1](=[O:6])[CH:2]=[N:3][OH:4])[CH2:11][CH2:10]1. The catalyst class is: 8.